From a dataset of Reaction yield outcomes from USPTO patents with 853,638 reactions. Predict the reaction yield, written as a fraction of the theoretical maximum amount of product (1.0 means a 100% yield; for example, 0.34 means a 34% yield). (1) The reactants are Cl.[CH2:2]([O:9][C:10]1[CH:15]=[CH:14][C:13]([NH:16][C:17]2[C:26]3[C:21](=[CH:22][C:23]([F:28])=[C:24](I)[CH:25]=3)[N:20]=[CH:19][N:18]=2)=[CH:12][CH:11]=1)[C:3]1[CH:8]=[CH:7][CH:6]=[CH:5][CH:4]=1.[O:29]1[CH2:33][CH2:32][O:31][CH:30]1[C:34]1[O:38][C:37]([Sn](CCCC)(CCCC)CCCC)=[CH:36][CH:35]=1.C(N(C(C)C)CC)(C)C. The catalyst is CN(C=O)C. The product is [CH2:2]([O:9][C:10]1[CH:15]=[CH:14][C:13]([NH:16][C:17]2[C:26]3[C:21](=[CH:22][C:23]([F:28])=[C:24]([C:37]4[O:38][C:34]([CH:30]5[O:31][CH2:32][CH2:33][O:29]5)=[CH:35][CH:36]=4)[CH:25]=3)[N:20]=[CH:19][N:18]=2)=[CH:12][CH:11]=1)[C:3]1[CH:8]=[CH:7][CH:6]=[CH:5][CH:4]=1. The yield is 0.590. (2) The reactants are [CH:1]1([NH:6][C:7]2[CH:8]=[C:9]([CH2:24][S:25]([CH3:28])(=[O:27])=[O:26])[CH:10]=[C:11]3[C:15]=2[NH:14][C:13]([C:16]2[S:17][CH2:18][C@@H:19]([CH2:21][CH2:22]I)[N:20]=2)=[CH:12]3)[CH2:5][CH2:4][CH2:3][CH2:2]1.[NH:29]1[CH2:34][CH2:33][O:32][CH2:31][CH2:30]1. The catalyst is CN(C)C=O. The product is [CH:1]1([NH:6][C:7]2[CH:8]=[C:9]([CH2:24][S:25]([CH3:28])(=[O:27])=[O:26])[CH:10]=[C:11]3[C:15]=2[NH:14][C:13]([C:16]2[S:17][CH2:18][C@@H:19]([CH2:21][CH2:22][N:29]4[CH2:34][CH2:33][O:32][CH2:31][CH2:30]4)[N:20]=2)=[CH:12]3)[CH2:5][CH2:4][CH2:3][CH2:2]1. The yield is 0.640. (3) The reactants are [F:1][C:2]1[N:7]=[C:6]([NH2:8])[CH:5]=[CH:4][CH:3]=1.[Cl:9][CH:10]([Cl:15])[C:11]([CH2:13]Cl)=O. The catalyst is COCCOC. The product is [Cl:9][CH:10]([Cl:15])[C:11]1[N:8]=[C:6]2[CH:5]=[CH:4][CH:3]=[C:2]([F:1])[N:7]2[CH:13]=1. The yield is 0.650. (4) The reactants are CC(OI1(OC(C)=O)(OC(C)=O)OC(=O)C2C1=CC=CC=2)=O.[NH:23]1[C:31]2[C:26](=[CH:27][CH:28]=[C:29]([CH2:32][OH:33])[CH:30]=2)[CH:25]=[CH:24]1.[OH-].[Na+]. The catalyst is C(Cl)Cl. The product is [NH:23]1[C:31]2[C:26](=[CH:27][CH:28]=[C:29]([CH:32]=[O:33])[CH:30]=2)[CH:25]=[CH:24]1. The yield is 0.240. (5) The reactants are S(Cl)(Cl)=O.CC1SC(C(O)=O)=CC=1.CC1SC(C(Cl)=O)=CC=1.[CH3:23][O:24][C:25]1[CH:26]=[C:27]2[C:32](=[CH:33][C:34]=1[O:35][CH3:36])[N:31]=[CH:30][CH:29]=[C:28]2[O:37][C:38]1[CH:44]=[CH:43][C:41]([NH2:42])=[CH:40][CH:39]=1.[CH3:45][C:46]1[S:50][C:49]([C:51]([N:53]=[C:54]=[S:55])=[O:52])=[CH:48][CH:47]=1. The catalyst is C1(C)C=CC=CC=1.C(O)C. The product is [CH3:23][O:24][C:25]1[CH:26]=[C:27]2[C:32](=[CH:33][C:34]=1[O:35][CH3:36])[N:31]=[CH:30][CH:29]=[C:28]2[O:37][C:38]1[CH:44]=[CH:43][C:41]([NH:42][C:54]([NH:53][C:51]([C:49]2[S:50][C:46]([CH3:45])=[CH:47][CH:48]=2)=[O:52])=[S:55])=[CH:40][CH:39]=1. The yield is 0.520. (6) The reactants are [Cl:1][C:2]1[CH:11]=[CH:10][C:9]([C:12]2[C:13]3[N:22]=[C:21]([N:23]4[CH2:28][CH2:27][O:26][CH2:25][CH2:24]4)[S:20][C:14]=3[C:15](=[O:19])[NH:16][CH2:17][CH:18]=2)=[CH:8][C:3]=1[C:4]([O:6][CH3:7])=[O:5].[H][H]. The catalyst is C(O)C.[OH-].[Pd+2].[OH-]. The product is [Cl:1][C:2]1[CH:11]=[CH:10][C:9]([CH:12]2[CH2:18][CH2:17][NH:16][C:15](=[O:19])[C:14]3[S:20][C:21]([N:23]4[CH2:28][CH2:27][O:26][CH2:25][CH2:24]4)=[N:22][C:13]2=3)=[CH:8][C:3]=1[C:4]([O:6][CH3:7])=[O:5]. The yield is 0.540. (7) The product is [Cl:11][C:10]1[CH:9]=[C:8]2[C:4]([C:5]([CH:12]=[O:13])=[CH:6][NH:7]2)=[CH:3][C:2]=1[C:21]1[CH:26]=[CH:25][C:24]([C:27]2([OH:31])[CH2:30][CH2:29][CH2:28]2)=[CH:23][CH:22]=1. The catalyst is CCO.C1(C)C=CC=CC=1.C1C=CC(P(C2C=CC=CC=2)[C-]2C=CC=C2)=CC=1.C1C=CC(P(C2C=CC=CC=2)[C-]2C=CC=C2)=CC=1.Cl[Pd]Cl.[Fe+2].O. The yield is 0.640. The reactants are Br[C:2]1[CH:3]=[C:4]2[C:8](=[CH:9][C:10]=1[Cl:11])[NH:7][CH:6]=[C:5]2[CH:12]=[O:13].CC1(C)COB([C:21]2[CH:26]=[CH:25][C:24]([C:27]3([OH:31])[CH2:30][CH2:29][CH2:28]3)=[CH:23][CH:22]=2)OC1.C(=O)([O-])[O-].[K+].[K+].[NH4+].[Cl-]. (8) The reactants are [Cl:1][C:2]1[CH:3]=[CH:4][C:5](F)=[C:6]([CH:9]=1)[CH:7]=[O:8].[NH:11]1[CH:15]=[N:14][CH:13]=[N:12]1.C(=O)([O-])[O-].[Cs+].[Cs+]. The catalyst is CN(C=O)C. The product is [Cl:1][C:2]1[CH:3]=[CH:4][C:5]([N:11]2[CH:15]=[N:14][CH:13]=[N:12]2)=[C:6]([CH:9]=1)[CH:7]=[O:8]. The yield is 0.265. (9) The reactants are [Cl-].O[NH3+:3].[C:4](=[O:7])([O-])[OH:5].[Na+].CS(C)=O.[O:13]=[C:14]1[C:19]([CH2:20][C:21]2[CH:26]=[CH:25][C:24]([C:27]3[C:28]([C:33]#[N:34])=[CH:29][CH:30]=[CH:31][CH:32]=3)=[CH:23][CH:22]=2)=[C:18]([CH2:35][CH2:36][CH3:37])[N:17]2[N:38]=[CH:39][N:40]=[C:16]2[N:15]1[CH2:41][CH2:42][CH3:43]. The catalyst is C(OCC)(=O)C. The product is [O:7]=[C:4]1[O:5][N:3]=[C:33]([C:28]2[CH:29]=[CH:30][CH:31]=[CH:32][C:27]=2[C:24]2[CH:23]=[CH:22][C:21]([CH2:20][C:19]3[C:14](=[O:13])[N:15]([CH2:41][CH2:42][CH3:43])[C:16]4[N:17]([N:38]=[CH:39][N:40]=4)[C:18]=3[CH2:35][CH2:36][CH3:37])=[CH:26][CH:25]=2)[NH:34]1. The yield is 0.450.